The task is: Predict the reaction yield, written as a fraction of the theoretical maximum amount of product (1.0 means a 100% yield; for example, 0.34 means a 34% yield).. This data is from Reaction yield outcomes from USPTO patents with 853,638 reactions. (1) The reactants are C([O:3][C:4]([C:6]1[C:7]([C:12]2[CH:17]=[CH:16][N:15]=[CH:14][CH:13]=2)=[N:8][O:9][C:10]=1[CH3:11])=O)C.O.[OH-].[Na+]. The catalyst is C1COCC1. The product is [CH3:11][C:10]1[O:9][N:8]=[C:7]([C:12]2[CH:17]=[CH:16][N:15]=[CH:14][CH:13]=2)[C:6]=1[CH2:4][OH:3]. The yield is 0.650. (2) The reactants are [O-]CC.[Na+].[Cl:5][C:6]1[CH:11]=[CH:10][C:9]([C:12]2[N:16]([CH2:17][C@H:18]([OH:23])[C:19]([F:22])([F:21])[F:20])[C:15](=[O:24])[N:14]([CH2:25][C:26]([NH:28][NH2:29])=O)[N:13]=2)=[CH:8][CH:7]=1.Cl.[OH:31][CH2:32][C:33](N)=[NH:34]. The catalyst is CN(C=O)C. The product is [Cl:5][C:6]1[CH:11]=[CH:10][C:9]([C:12]2[N:16]([CH2:17][C@H:18]([OH:23])[C:19]([F:20])([F:21])[F:22])[C:15](=[O:24])[N:14]([CH2:25][C:26]3[N:34]=[C:33]([CH2:32][OH:31])[NH:29][N:28]=3)[N:13]=2)=[CH:8][CH:7]=1. The yield is -0.880.